From a dataset of Forward reaction prediction with 1.9M reactions from USPTO patents (1976-2016). Predict the product of the given reaction. (1) Given the reactants [Cl:1][C:2]1[C:7]([CH2:8]C)=[CH:6][C:5]([B:10]2[O:14]C(C)(C)C(C)(C)O2)=[C:4]([C:19]([O:22]COCC)([CH3:21])[CH3:20])[CH:3]=1.Cl.O, predict the reaction product. The product is: [Cl:1][C:2]1[C:7]([CH3:8])=[CH:6][C:5]2[B:10]([OH:14])[O:22][C:19]([CH3:20])([CH3:21])[C:4]=2[CH:3]=1. (2) Given the reactants C[O:2][C:3]([C:5]1[CH:13]=[CH:12][C:8]([C:9]([OH:11])=O)=[CH:7][N:6]=1)=[O:4].CCN(C(C)C)C(C)C.CN(C([O:30]N1N=NC2C=CC=NC1=2)=[N+](C)C)C.F[P-](F)(F)(F)(F)F.Cl.[F:48][C:49]([F:69])([F:68])[C:50]1[CH:55]=[CH:54][C:53]([C@@H:56]([C:58]2[C:63]([C:64]([F:67])([F:66])[F:65])=[CH:62][CH:61]=[CH:60][N:59]=2)[NH2:57])=[CH:52][CH:51]=1.CN([CH:73]=[O:74])C, predict the reaction product. The product is: [F:48][C:49]([F:69])([F:68])[C:73]([OH:74])=[O:30].[F:68][C:49]([F:48])([F:69])[C:50]1[CH:51]=[CH:52][C:53]([C@H:56]([NH:57][C:9]([C:8]2[CH:12]=[CH:13][C:5]([C:3]([OH:2])=[O:4])=[N:6][CH:7]=2)=[O:11])[C:58]2[C:63]([C:64]([F:65])([F:66])[F:67])=[CH:62][CH:61]=[CH:60][N:59]=2)=[CH:54][CH:55]=1. (3) Given the reactants [Br:1][C:2]1[CH:7]=[CH:6][C:5](F)=[CH:4][N:3]=1.[CH2:9]([S-:11])[CH3:10].[Na+], predict the reaction product. The product is: [Br:1][C:2]1[CH:7]=[CH:6][C:5]([S:11][CH2:9][CH3:10])=[CH:4][N:3]=1. (4) Given the reactants [NH2:1][C:2]1[S:6][C:5]([C:7]2[CH:12]=[CH:11][C:10]([C:13]([OH:16])([CH3:15])[CH3:14])=[CH:9][CH:8]=2)=[N:4][C:3]=1[C:17]([NH2:19])=[O:18].CC(C1C=C(C(C)C)C(C2C=CC=CC=2P(C2CCCCC2)C2CCCCC2)=C(C(C)C)C=1)C.C(=O)([O-])[O-].[K+].[K+].Br[C:61]1[N:66]=[C:65]([CH:67]([N:70]2[CH2:75][CH2:74][S:73](=[O:77])(=[O:76])[CH2:72][CH2:71]2)[CH2:68][OH:69])[CH:64]=[CH:63][CH:62]=1, predict the reaction product. The product is: [O:77]=[S:73]1(=[O:76])[CH2:72][CH2:71][N:70]([CH:67]([C:65]2[N:66]=[C:61]([NH:1][C:2]3[S:6][C:5]([C:7]4[CH:8]=[CH:9][C:10]([C:13]([OH:16])([CH3:15])[CH3:14])=[CH:11][CH:12]=4)=[N:4][C:3]=3[C:17]([NH2:19])=[O:18])[CH:62]=[CH:63][CH:64]=2)[CH2:68][OH:69])[CH2:75][CH2:74]1. (5) Given the reactants [CH3:1][NH:2][C:3](=[O:22])[CH:4]=[C:5]([C:12]1[CH:13]=[C:14]2[C:18](=[CH:19][CH:20]=1)[NH:17][CH:16]=[C:15]2[CH3:21])[C:6]1[CH:11]=[CH:10][CH:9]=[CH:8][CH:7]=1, predict the reaction product. The product is: [CH3:1][NH:2][C:3](=[O:22])[CH2:4][CH:5]([C:12]1[CH:13]=[C:14]2[C:18](=[CH:19][CH:20]=1)[NH:17][CH:16]=[C:15]2[CH3:21])[C:6]1[CH:7]=[CH:8][CH:9]=[CH:10][CH:11]=1. (6) Given the reactants [CH3:1][O:2][C:3]1[C:4]([CH3:17])=[C:5]([C:9]2[O:15][C:14](=[O:16])[C:11]3([CH2:13][CH2:12]3)[N:10]=2)[CH:6]=[CH:7][CH:8]=1.Cl.[CH3:19][NH:20][O:21][CH3:22].N1C=CC=CC=1.C(Cl)Cl, predict the reaction product. The product is: [CH3:1][O:2][C:3]1[C:4]([CH3:17])=[C:5]([CH:6]=[CH:7][CH:8]=1)[C:9]([NH:10][C:11]1([C:14](=[O:16])[N:20]([O:21][CH3:22])[CH3:19])[CH2:13][CH2:12]1)=[O:15].